From a dataset of Peptide-MHC class II binding affinity with 134,281 pairs from IEDB. Regression. Given a peptide amino acid sequence and an MHC pseudo amino acid sequence, predict their binding affinity value. This is MHC class II binding data. (1) The peptide sequence is FWAVRGGGGESFGIV. The MHC is HLA-DPA10103-DPB10201 with pseudo-sequence HLA-DPA10103-DPB10201. The binding affinity (normalized) is 0.397. (2) The peptide sequence is KVRSHAAIGAYLEEQ. The MHC is DRB3_0301 with pseudo-sequence DRB3_0301. The binding affinity (normalized) is 0.467.